From a dataset of Forward reaction prediction with 1.9M reactions from USPTO patents (1976-2016). Predict the product of the given reaction. (1) Given the reactants [Cl:1][C:2]1[N:7]=[C:6]([OH:8])[CH:5]=[CH:4][CH:3]=1.[Cl:9][C:10]1[C:11](F)=[CH:12][C:13]2[O:18][CH:17]([C:19]([F:22])([F:21])[F:20])[C:16]([C:23]([O:25]CC)=[O:24])=[CH:15][C:14]=2[CH:28]=1, predict the reaction product. The product is: [Cl:9][C:10]1[C:11]([O:8][C:6]2[CH:5]=[CH:4][CH:3]=[C:2]([Cl:1])[N:7]=2)=[CH:12][C:13]2[O:18][CH:17]([C:19]([F:21])([F:20])[F:22])[C:16]([C:23]([OH:25])=[O:24])=[CH:15][C:14]=2[CH:28]=1. (2) The product is: [OH:12][C:13]1[C:22]([N+:8]([O-:11])=[O:9])=[CH:21][CH:20]=[C:15]([C:16]([O:18][CH3:19])=[O:17])[C:14]=1[C:23]([O:25][CH3:26])=[O:24]. Given the reactants C(OC(=O)C)(=O)C.[N+:8]([O-:11])(O)=[O:9].[OH:12][C:13]1[CH:22]=[CH:21][CH:20]=[C:15]([C:16]([O:18][CH3:19])=[O:17])[C:14]=1[C:23]([O:25][CH3:26])=[O:24], predict the reaction product. (3) Given the reactants [Cl-].O[NH3+:3].[C:4](=[O:7])([O-])[OH:5].[Na+].CS(C)=O.[CH3:13][C:14]([CH3:47])([CH3:46])[C:15](=[O:45])[CH2:16][N:17]1[C:22](=[O:23])[C:21]([CH2:24][C:25]2[CH:30]=[CH:29][C:28]([C:31]3[C:32]([C:37]#[N:38])=[CH:33][CH:34]=[CH:35][CH:36]=3)=[CH:27][CH:26]=2)=[C:20]([CH2:39][CH2:40][CH3:41])[N:19]2[N:42]=[CH:43][N:44]=[C:18]12, predict the reaction product. The product is: [CH3:47][C:14]([CH3:46])([CH3:13])[C:15](=[O:45])[CH2:16][N:17]1[C:22](=[O:23])[C:21]([CH2:24][C:25]2[CH:26]=[CH:27][C:28]([C:31]3[CH:36]=[CH:35][CH:34]=[CH:33][C:32]=3[C:37]3[NH:3][C:4](=[O:7])[O:5][N:38]=3)=[CH:29][CH:30]=2)=[C:20]([CH2:39][CH2:40][CH3:41])[N:19]2[N:42]=[CH:43][N:44]=[C:18]12. (4) The product is: [N:2]1[CH:3]=[CH:4][N:5]2[CH:10]=[CH:9][N:8]=[C:7]([N:11]3[CH2:15][CH2:14][C@H:13]([NH:16][C:26]([C:23]4[N:22]=[CH:21][C:20]([CH:17]([CH3:19])[CH3:18])=[CH:25][N:24]=4)=[O:27])[CH2:12]3)[C:6]=12. Given the reactants Cl.[N:2]1[CH:3]=[CH:4][N:5]2[CH:10]=[CH:9][N:8]=[C:7]([N:11]3[CH2:15][CH2:14][C@H:13]([NH2:16])[CH2:12]3)[C:6]=12.[CH:17]([C:20]1[CH:21]=[N:22][C:23]([C:26](O)=[O:27])=[N:24][CH:25]=1)([CH3:19])[CH3:18].C(N(CC)C(C)C)C.CN(C(ON1N=NC2C=CC=NC1=2)=[N+](C)C)C.F[P-](F)(F)(F)(F)F, predict the reaction product. (5) Given the reactants CCN(C(C)C)C(C)C.[Cl:10][C:11]1[CH:16]=[CH:15][C:14]([C@H:17]([NH:19][C:20]([C:22]2([C:28]#[N:29])[CH2:27][CH2:26][NH:25][CH2:24][CH2:23]2)=[O:21])[CH3:18])=[CH:13][CH:12]=1.[CH:30]1[C:34]2[C:35](Cl)=[N:36][CH:37]=[N:38][C:33]=2[NH:32][CH:31]=1, predict the reaction product. The product is: [Cl:10][C:11]1[CH:12]=[CH:13][C:14]([C@H:17]([NH:19][C:20]([C:22]2([C:28]#[N:29])[CH2:23][CH2:24][N:25]([C:35]3[C:34]4[CH:30]=[CH:31][NH:32][C:33]=4[N:38]=[CH:37][N:36]=3)[CH2:26][CH2:27]2)=[O:21])[CH3:18])=[CH:15][CH:16]=1. (6) Given the reactants [S:1]1[CH:5]=[CH:4][N:3]=[C:2]1[NH2:6].[H-].[Na+].[Cl:9][C:10]1[CH:15]=[C:14](Cl)[N:13]=[CH:12][N:11]=1, predict the reaction product. The product is: [Cl:9][C:10]1[N:11]=[CH:12][N:13]=[C:14]([NH:6][C:2]2[S:1][CH:5]=[CH:4][N:3]=2)[CH:15]=1. (7) Given the reactants [CH3:1][C:2]1[CH:7]=[C:6]([CH3:8])[N:5]2[N:9]=[C:10]([SH:12])[N:11]=[C:4]2[N:3]=1.[F:13][C:14]1[CH:23]=[CH:22][C:17]([O:18][CH2:19][CH2:20]Br)=[CH:16][CH:15]=1, predict the reaction product. The product is: [F:13][C:14]1[CH:23]=[CH:22][C:17]([O:18][CH2:19][CH2:20][S:12][C:10]2[N:11]=[C:4]3[N:3]=[C:2]([CH3:1])[CH:7]=[C:6]([CH3:8])[N:5]3[N:9]=2)=[CH:16][CH:15]=1. (8) Given the reactants [C:1]([C:5]1[CH:10]=[C:9]([CH3:11])[CH:8]=[C:7]([C:12]([CH3:15])([CH3:14])[CH3:13])[C:6]=1[O:16][C:17]([CH:19]1[CH2:21][CH2:20]1)=[O:18])([CH3:4])([CH3:3])[CH3:2].[Li][C:23](C)(C)[CH3:24].C(I)C, predict the reaction product. The product is: [C:12]([C:7]1[CH:8]=[C:9]([CH3:11])[CH:10]=[C:5]([C:1]([CH3:2])([CH3:3])[CH3:4])[C:6]=1[O:16][C:17]([C:19]1([CH2:23][CH3:24])[CH2:21][CH2:20]1)=[O:18])([CH3:13])([CH3:14])[CH3:15]. (9) Given the reactants [OH-].[Na+].C([O:5][C:6](=[O:26])/[CH:7]=[CH:8]/[C:9]1[CH:14]=[CH:13][C:12]([O:15][CH2:16][C:17]2[C:22]([CH3:23])=[N:21][C:20]([CH3:24])=[C:19]([CH3:25])[N:18]=2)=[CH:11][CH:10]=1)C, predict the reaction product. The product is: [CH3:23][C:22]1[C:17]([CH2:16][O:15][C:12]2[CH:13]=[CH:14][C:9](/[CH:8]=[CH:7]/[C:6]([OH:26])=[O:5])=[CH:10][CH:11]=2)=[N:18][C:19]([CH3:25])=[C:20]([CH3:24])[N:21]=1. (10) Given the reactants [F:1][C:2]1[CH:3]=[C:4]([CH2:16][OH:17])[CH:5]=[CH:6][C:7]=1[O:8][C:9]1[CH:14]=[CH:13][CH:12]=[C:11]([F:15])[CH:10]=1.Cl[C:19]1[CH:35]=[C:23]2[N:24](C(OC(C)(C)C)=O)[CH2:25][CH2:26][CH2:27][N:22]2[C:21](=[O:36])[N:20]=1, predict the reaction product. The product is: [F:1][C:2]1[CH:3]=[C:4]([CH:5]=[CH:6][C:7]=1[O:8][C:9]1[CH:14]=[CH:13][CH:12]=[C:11]([F:15])[CH:10]=1)[CH2:16][O:17][C:19]1[CH:35]=[C:23]2[NH:24][CH2:25][CH2:26][CH2:27][N:22]2[C:21](=[O:36])[N:20]=1.